Dataset: Catalyst prediction with 721,799 reactions and 888 catalyst types from USPTO. Task: Predict which catalyst facilitates the given reaction. (1) Reactant: Cl.Cl.[CH2:3]([N:10]1[C:18]2[C:13](=[CH:14][CH:15]=[C:16]([N+:19]([O-:21])=[O:20])[CH:17]=2)[C:12]([C:22]([OH:34])([CH2:27][N:28]2[CH2:33][CH2:32][NH:31][CH2:30][CH2:29]2)[C:23]([F:26])([F:25])[F:24])=[CH:11]1)[C:4]1[CH:9]=[CH:8][CH:7]=[CH:6][CH:5]=1.C(N(CC)CC)C.[C:42](Cl)(=[O:44])[CH3:43].O. Product: [C:42]([N:31]1[CH2:32][CH2:33][N:28]([CH2:27][C:22]([C:12]2[C:13]3[C:18](=[CH:17][C:16]([N+:19]([O-:21])=[O:20])=[CH:15][CH:14]=3)[N:10]([CH2:3][C:4]3[CH:9]=[CH:8][CH:7]=[CH:6][CH:5]=3)[CH:11]=2)([OH:34])[C:23]([F:26])([F:24])[F:25])[CH2:29][CH2:30]1)(=[O:44])[CH3:43]. The catalyst class is: 7. (2) Reactant: C[O:2][C:3]([C:5]1[CH:14]=[CH:13][C:12]2[C:7](=[C:8]([Br:15])[CH:9]=[N:10][CH:11]=2)[N:6]=1)=O.[BH4-].[Na+]. Product: [Br:15][C:8]1[CH:9]=[N:10][CH:11]=[C:12]2[C:7]=1[N:6]=[C:5]([CH2:3][OH:2])[CH:14]=[CH:13]2. The catalyst class is: 5. (3) Reactant: Cl[C:2]1[C:7]([CH3:8])=[CH:6][N:5]2[N:9]=[CH:10][C:11]([C:12]([O:14][CH2:15][CH3:16])=[O:13])=[C:4]2[N:3]=1.[CH3:17][C:18]1[N:19]=[N:20][NH:21][CH:22]=1.C(=O)([O-])[O-].[K+].[K+].CN(C)C=O. Product: [CH3:8][C:7]1[C:2]([N:21]2[CH:22]=[C:18]([CH3:17])[N:19]=[N:20]2)=[N:3][C:4]2[N:5]([N:9]=[CH:10][C:11]=2[C:12]([O:14][CH2:15][CH3:16])=[O:13])[CH:6]=1. The catalyst class is: 6. (4) Reactant: [Si]([O:8][C@H:9]([C:46]1[CH:47]=[C:48]([OH:53])[CH:49]=[C:50]([OH:52])[CH:51]=1)[CH2:10][NH:11][CH2:12][CH2:13][C:14]1[CH:19]=[CH:18][C:17]([O:20][CH2:21][CH2:22][C:23]2[CH:28]=[CH:27][C:26]([OH:29])=[C:25]([C@@H:30]([C:40]3[CH:45]=[CH:44][CH:43]=[CH:42][CH:41]=3)[CH2:31][CH2:32][N:33]([CH:37]([CH3:39])[CH3:38])[CH:34]([CH3:36])[CH3:35])[CH:24]=2)=[CH:16][CH:15]=1)(C(C)(C)C)(C)C.CCN(CC)CC.F.F.F. Product: [NH3:11].[CH:37]([N:33]([CH:34]([CH3:36])[CH3:35])[CH2:32][CH2:31][C@@H:30]([C:25]1[CH:24]=[C:23]([CH2:22][CH2:21][O:20][C:17]2[CH:16]=[CH:15][C:14]([CH2:13][CH2:12][NH:11][CH2:10][C@@H:9]([C:46]3[CH:47]=[C:48]([OH:53])[CH:49]=[C:50]([OH:52])[CH:51]=3)[OH:8])=[CH:19][CH:18]=2)[CH:28]=[CH:27][C:26]=1[OH:29])[C:40]1[CH:41]=[CH:42][CH:43]=[CH:44][CH:45]=1)([CH3:38])[CH3:39]. The catalyst class is: 111. (5) Reactant: C(O[BH-](OC(=O)C)OC(=O)C)(=O)C.[Na+].[CH3:15][N:16]1[CH:20]=[C:19]([C:21]2[CH:22]=[C:23]([C:27]3[N:32]=[CH:31][C:30]([C:33]4[CH:34]=[N:35][N:36]([CH:38]5[CH2:43][CH2:42][NH:41][CH2:40][CH2:39]5)[CH:37]=4)=[CH:29][N:28]=3)[CH:24]=[CH:25][CH:26]=2)[CH:18]=[N:17]1.CCN(C(C)C)C(C)C.[O:53]1[CH2:56][C:55](=O)[CH2:54]1. Product: [CH3:15][N:16]1[CH:20]=[C:19]([C:21]2[CH:22]=[C:23]([C:27]3[N:28]=[CH:29][C:30]([C:33]4[CH:34]=[N:35][N:36]([CH:38]5[CH2:43][CH2:42][N:41]([CH:55]6[CH2:56][O:53][CH2:54]6)[CH2:40][CH2:39]5)[CH:37]=4)=[CH:31][N:32]=3)[CH:24]=[CH:25][CH:26]=2)[CH:18]=[N:17]1. The catalyst class is: 26. (6) Reactant: [NH2:1][CH:2]([C:6]1[CH:11]=[CH:10][CH:9]=[CH:8][CH:7]=1)[C:3]([NH2:5])=O.[H-].[H-].[H-].[H-].[Li+].[Al+3].[OH-].[K+]. Product: [C:6]1([CH:2]([NH2:1])[CH2:3][NH2:5])[CH:11]=[CH:10][CH:9]=[CH:8][CH:7]=1. The catalyst class is: 1.